The task is: Predict the reaction yield, written as a fraction of the theoretical maximum amount of product (1.0 means a 100% yield; for example, 0.34 means a 34% yield).. This data is from Reaction yield outcomes from USPTO patents with 853,638 reactions. The product is [Cl:1][C:2]1[C:6]([NH:7][C:32](=[O:33])[CH2:31][CH2:30][S:29][CH2:28][CH2:27][C:26]([F:25])([F:35])[F:36])=[CH:5][N:4]([C:8]2[CH:9]=[N:10][CH:11]=[CH:12][CH:13]=2)[N:3]=1. The reactants are [Cl:1][C:2]1[C:6]([NH2:7])=[CH:5][N:4]([C:8]2[CH:9]=[N:10][CH:11]=[CH:12][CH:13]=2)[N:3]=1.C(OCC)(=O)C.C(=O)(O)[O-].[Na+].[F:25][C:26]([F:36])([F:35])[CH2:27][CH2:28][S:29][CH2:30][CH2:31][C:32](Cl)=[O:33]. The yield is 0.720. The catalyst is O.